This data is from Full USPTO retrosynthesis dataset with 1.9M reactions from patents (1976-2016). The task is: Predict the reactants needed to synthesize the given product. (1) Given the product [NH2:1][C:2]1[C:11]2=[N:12][N:13]([CH2:20][CH2:21][CH3:22])[C:14]([CH2:15][CH2:16][CH2:17][CH2:18][OH:19])=[C:10]2[C:9]2[CH2:8][CH2:7][CH2:6][CH2:5][C:4]=2[N:3]=1, predict the reactants needed to synthesize it. The reactants are: [NH2:1][C:2]1[C:11]2=[N:12][N:13]([CH2:20][CH2:21][CH3:22])[C:14]([CH2:15][CH2:16][CH2:17][CH2:18][OH:19])=[C:10]2[C:9]2[CH:8]=[CH:7][CH:6]=[CH:5][C:4]=2[N:3]=1. (2) Given the product [CH:1]1([C@@H:7]([NH:9][C:10]([C:12]2[C:21]3[C:16](=[CH:17][CH:18]=[CH:19][CH:20]=3)[N:15]=[C:14]([C:22]3[S:23][CH:24]=[CH:25][CH:26]=3)[C:13]=2[CH2:27][N:28]2[CH2:33][CH2:32][N:31]([C:34]([N:37]3[CH2:41][CH2:40][CH2:39][C@H:38]3[CH2:42][OH:43])=[O:35])[CH2:30][CH2:29]2)=[O:11])[CH3:8])[CH2:6][CH2:5][CH2:4][CH2:3][CH2:2]1, predict the reactants needed to synthesize it. The reactants are: [CH:1]1([C@@H:7]([NH:9][C:10]([C:12]2[C:21]3[C:16](=[CH:17][CH:18]=[CH:19][CH:20]=3)[N:15]=[C:14]([C:22]3[S:23][CH:24]=[CH:25][CH:26]=3)[C:13]=2[CH2:27][N:28]2[CH2:33][CH2:32][N:31]([C:34](Cl)=[O:35])[CH2:30][CH2:29]2)=[O:11])[CH3:8])[CH2:6][CH2:5][CH2:4][CH2:3][CH2:2]1.[NH:37]1[CH2:41][CH2:40][CH2:39][C@H:38]1[CH2:42][OH:43].